Dataset: Reaction yield outcomes from USPTO patents with 853,638 reactions. Task: Predict the reaction yield, written as a fraction of the theoretical maximum amount of product (1.0 means a 100% yield; for example, 0.34 means a 34% yield). (1) The reactants are [O:1]=[C:2]1[C:7]([CH2:8][C:9]2[CH:14]=[CH:13][C:12]([C:15]3[C:16]([C:21]#[N:22])=[CH:17][CH:18]=[CH:19][CH:20]=3)=[CH:11][CH:10]=2)=[C:6]([CH2:23][CH2:24][CH3:25])[N:5]2[N:26]=[CH:27][N:28]=[C:4]2[N:3]1[CH:29]1[CH2:34][CH2:33][CH:32]([O:35][CH2:36][CH:37]=[CH2:38])[CH2:31][CH2:30]1.I([O-])(=O)(=O)=[O:40].[Na+].C[Mg]Br.[Cl-].[NH4+].C(=O)([O-])O.[Na+].S([O-])([O-])(=O)=S.[Na+].[Na+]. The catalyst is C(OCC)(=O)C.O.O1CCCC1.C(#N)C.[Os]=O.CC(C)=O. The product is [O:1]=[C:2]1[C:7]([CH2:8][C:9]2[CH:10]=[CH:11][C:12]([C:15]3[C:16]([C:21]#[N:22])=[CH:17][CH:18]=[CH:19][CH:20]=3)=[CH:13][CH:14]=2)=[C:6]([CH2:23][CH2:24][CH3:25])[N:5]2[N:26]=[CH:27][N:28]=[C:4]2[N:3]1[CH:29]1[CH2:30][CH2:31][CH:32]([O:35][CH2:36][C:37](=[O:40])[CH3:38])[CH2:33][CH2:34]1. The yield is 0.680. (2) The product is [C:38]([O:37][CH:35]([O:51][C:49]([NH:11][CH2:10][CH:5]([CH2:4][CH:2]([CH3:1])[CH3:3])[CH2:6][C:7]([OH:9])=[O:8])=[O:50])[CH3:36])(=[O:42])[CH:39]([CH3:40])[CH3:41]. The reactants are [CH3:1][CH:2]([CH2:4][C@H:5]([CH2:10][NH2:11])[CH2:6][C:7]([OH:9])=[O:8])[CH3:3].C(N(CC)CC)C.C[Si](C)(C)Cl.C(=O)([O-])OC1C=CC([N+]([O-])=O)=CC=1[CH:35]([O:37][C:38](=[O:42])[CH:39]([CH3:41])[CH3:40])[CH3:36].C(O)(=O)CC(CC(O)=O)([C:49]([OH:51])=[O:50])O. The yield is 0.480. The catalyst is ClCCl. (3) The reactants are [CH3:1][CH:2]1[CH2:7][C:6](=[O:8])[CH:5]=[C:4]([C:9]2[CH:14]=[CH:13][N:12]=[CH:11][C:10]=2[N+:15]([O-:17])=[O:16])[CH2:3]1.[BH4-].[Na+]. The catalyst is CCO. The product is [CH3:1][CH:2]1[CH2:7][CH:6]([OH:8])[CH:5]=[C:4]([C:9]2[CH:14]=[CH:13][N:12]=[CH:11][C:10]=2[N+:15]([O-:17])=[O:16])[CH2:3]1. The yield is 0.910.